This data is from Reaction yield outcomes from USPTO patents with 853,638 reactions. The task is: Predict the reaction yield, written as a fraction of the theoretical maximum amount of product (1.0 means a 100% yield; for example, 0.34 means a 34% yield). (1) The yield is 0.740. The reactants are FC(F)(F)S(O)(=O)=O.[CH3:9][C:10]([O:21][C:22]1[CH:27]=[C:26]([CH3:28])[CH:25]=[C:24]([CH3:29])[C:23]=1[CH3:30])([CH3:20])[CH:11]([C:13]1[CH:18]=[CH:17][C:16]([CH3:19])=[CH:15][CH:14]=1)O.[OH-].[Na+]. The catalyst is C1(C)C=CC=CC=1. The product is [CH3:9][C:10]1([CH3:20])[CH:11]([C:13]2[CH:18]=[CH:17][C:16]([CH3:19])=[CH:15][CH:14]=2)[C:27]2[C:26]([CH3:28])=[CH:25][C:24]([CH3:29])=[C:23]([CH3:30])[C:22]=2[O:21]1. (2) The reactants are [F:1][C:2]1[CH:3]=[C:4]([C:8]2[CH:16]=[CH:15][CH:14]=[C:13]3[C:9]=2[CH2:10][C:11](=[O:17])[NH:12]3)[CH:5]=[CH:6][CH:7]=1.[CH2:18]([N:20]([CH2:34][CH3:35])[CH2:21][CH2:22][NH:23][C:24]([C:26]1[NH:27][C:28]([CH:32]=O)=[C:29]([CH3:31])[CH:30]=1)=[O:25])[CH3:19]. The catalyst is C(O)C.N1CCCCC1. The product is [CH2:34]([N:20]([CH2:18][CH3:19])[CH2:21][CH2:22][NH:23][C:24]([C:26]1[NH:27][C:28]([CH:32]=[C:10]2[C:9]3[C:13](=[CH:14][CH:15]=[CH:16][C:8]=3[C:4]3[CH:5]=[CH:6][CH:7]=[C:2]([F:1])[CH:3]=3)[NH:12][C:11]2=[O:17])=[C:29]([CH3:31])[CH:30]=1)=[O:25])[CH3:35]. The yield is 0.230. (3) The reactants are CS(C)=O.C(Cl)(=O)C(Cl)=O.[CH2:11]([C:13]1[C:18](=[O:19])[N:17]2[N:20]=[CH:21][C:22]([C:23]#[N:24])=[C:16]2[NH:15][C:14]=1[CH2:25][OH:26])[CH3:12].CCN(CC)CC. The catalyst is C(Cl)Cl. The product is [CH2:11]([C:13]1[C:18](=[O:19])[N:17]2[N:20]=[CH:21][C:22]([C:23]#[N:24])=[C:16]2[NH:15][C:14]=1[CH:25]=[O:26])[CH3:12]. The yield is 0.500. (4) The reactants are [CH3:1][C:2]1([CH3:20])[O:7][CH2:6][CH:5]([O:8][N:9]2C(=O)C3C(=CC=CC=3)C2=O)[CH2:4][O:3]1.CNN. The catalyst is ClCCl. The product is [CH3:1][C:2]1([CH3:20])[O:7][CH2:6][CH:5]([O:8][NH2:9])[CH2:4][O:3]1. The yield is 1.00. (5) The reactants are OCC[C:4]1[O:5][C:6]2[CH:12]=[CH:11][C:10]([C:13]3[CH:20]=[CH:19][C:16]([C:17]#[N:18])=[CH:15][CH:14]=3)=[CH:9][C:7]=2[CH:8]=1.[CH2:21](N(CC)CC)[CH3:22].[CH3:28][S:29](Cl)(=[O:31])=[O:30]. The catalyst is ClCCl. The product is [CH3:21][CH2:22][CH2:28][S:29]([C:4]1[O:5][C:6]2[CH:12]=[CH:11][C:10]([C:13]3[CH:14]=[CH:15][C:16]([C:17]#[N:18])=[CH:19][CH:20]=3)=[CH:9][C:7]=2[CH:8]=1)(=[O:31])=[O:30]. The yield is 0.890.